Dataset: Full USPTO retrosynthesis dataset with 1.9M reactions from patents (1976-2016). Task: Predict the reactants needed to synthesize the given product. (1) Given the product [F:27][C:26]([F:29])([F:28])[CH:20]([C:5]1[C:6]2[O:10][C:9]([C:11]3[CH:12]=[CH:13][C:14]([O:17][CH3:18])=[CH:15][CH:16]=3)=[CH:8][C:7]=2[CH:19]=[C:3]([O:2][CH3:1])[CH:4]=1)[OH:21], predict the reactants needed to synthesize it. The reactants are: [CH3:1][O:2][C:3]1[CH:4]=[C:5]([CH:20]=[O:21])[C:6]2[O:10][C:9]([C:11]3[CH:16]=[CH:15][C:14]([O:17][CH3:18])=[CH:13][CH:12]=3)=[CH:8][C:7]=2[CH:19]=1.C[Si]([C:26]([F:29])([F:28])[F:27])(C)C.CCCC[N+](CCCC)(CCCC)CCCC.[F-].Cl. (2) Given the product [P:40]([OH:44])([OH:43])([OH:42])=[O:41].[CH2:1]([N:5]([CH:30]1[CH2:31][CH2:32][O:33][CH2:34][CH2:35]1)[C:6]1[C:7]([O:28][CH3:29])=[N:8][N:9]2[C:13]([C:14]3[C:15]([O:26][CH3:27])=[CH:16][C:17]([CH2:22][O:23][CH2:24][CH3:25])=[CH:18][C:19]=3[O:20][CH3:21])=[CH:12][S:11][C:10]=12)[CH2:2][CH2:3][CH3:4], predict the reactants needed to synthesize it. The reactants are: [CH2:1]([N:5]([CH:30]1[CH2:35][CH2:34][O:33][CH2:32][CH2:31]1)[C:6]1[C:7]([O:28][CH3:29])=[N:8][N:9]2[C:13]([C:14]3[C:19]([O:20][CH3:21])=[CH:18][C:17]([CH2:22][O:23][CH2:24][CH3:25])=[CH:16][C:15]=3[O:26][CH3:27])=[CH:12][S:11][C:10]=12)[CH2:2][CH2:3][CH3:4].C(O)C.O.[P:40](=[O:44])([OH:43])([OH:42])[OH:41]. (3) The reactants are: [Cl:1][C:2]1[C:3]([CH2:22][O:23]C2CCCCO2)=[C:4]2[C:8](=[C:9]([CH3:11])[CH:10]=1)[N:7]([S:12]([C:15]1[CH:21]=[CH:20][C:18]([CH3:19])=[CH:17][CH:16]=1)(=[O:14])=[O:13])[CH:6]=[CH:5]2.CC1C=CC(S(O)(=O)=O)=CC=1.O. Given the product [Cl:1][C:2]1[C:3]([CH2:22][OH:23])=[C:4]2[C:8](=[C:9]([CH3:11])[CH:10]=1)[N:7]([S:12]([C:15]1[CH:21]=[CH:20][C:18]([CH3:19])=[CH:17][CH:16]=1)(=[O:14])=[O:13])[CH:6]=[CH:5]2, predict the reactants needed to synthesize it. (4) Given the product [Cl:38][C:35]1[CH:36]=[C:37]2[C:32](=[CH:33][CH:34]=1)[NH:31][C:27]1[C:28]([O:30][C@@H:3]3[CH2:4][CH2:9][NH:1][CH2:2]3)=[C:29]3[NH:17][C:18]4[CH:19]=[CH:20][C:21]([Cl:46])=[CH:22][C:23]=4[C:24]3=[CH:25][C:26]2=1, predict the reactants needed to synthesize it. The reactants are: [NH:1]1[C:9]2[C:4](=CC=CC=2)[CH:3]=[CH:2]1.C([N:17]1[C:29]2[C:28]([OH:30])=[C:27]3[N:31](C(OC(C)(C)C)=O)[C:32]4[CH:33]=[CH:34][C:35]([Cl:38])=[CH:36][C:37]=4[C:26]3=[CH:25][C:24]=2[C:23]2[C:18]1=[CH:19][CH:20]=[C:21]([Cl:46])[CH:22]=2)(OC(C)(C)C)=O.